From a dataset of Full USPTO retrosynthesis dataset with 1.9M reactions from patents (1976-2016). Predict the reactants needed to synthesize the given product. (1) The reactants are: Cl[C:2]1[CH:7]=[CH:6][N:5]=[C:4]([CH2:8][N:9]2[CH2:14][CH2:13][O:12][CH:11]([CH2:15][CH2:16][OH:17])[CH2:10]2)[N:3]=1.[NH2:18][C:19]1[S:20][C:21]([C:27]2[CH:32]=[CH:31][C:30]([C:33]([OH:36])([CH3:35])[CH3:34])=[CH:29][C:28]=2[F:37])=[CH:22][C:23]=1[C:24]([NH2:26])=[O:25]. Given the product [F:37][C:28]1[CH:29]=[C:30]([C:33]([OH:36])([CH3:34])[CH3:35])[CH:31]=[CH:32][C:27]=1[C:21]1[S:20][C:19]([NH:18][C:2]2[CH:7]=[CH:6][N:5]=[C:4]([CH2:8][N:9]3[CH2:14][CH2:13][O:12][CH:11]([CH2:15][CH2:16][OH:17])[CH2:10]3)[N:3]=2)=[C:23]([C:24]([NH2:26])=[O:25])[CH:22]=1, predict the reactants needed to synthesize it. (2) Given the product [ClH:47].[ClH:47].[NH:6]1[C:7]2[C:12](=[CH:11][CH:10]=[CH:9][CH:8]=2)[C:4]([CH2:3][CH:2]([NH:13][CH:19]2[CH2:20][CH2:21][C:16]([C:23]3[S:24][CH:25]=[CH:26][CH:27]=3)([N:15]([CH3:28])[CH3:14])[CH2:17][CH2:18]2)[CH3:1])=[CH:5]1, predict the reactants needed to synthesize it. The reactants are: [CH3:1][CH:2]([NH2:13])[CH2:3][C:4]1[C:12]2[C:7](=[CH:8][CH:9]=[CH:10][CH:11]=2)[NH:6][CH:5]=1.[CH3:14][N:15]([CH3:28])[C:16]1([C:23]2[S:24][CH:25]=[CH:26][CH:27]=2)[CH2:21][CH2:20][C:19](=O)[CH2:18][CH2:17]1.C(O)(=O)C.C(O[BH-](OC(=O)C)OC(=O)C)(=O)C.[Na+].[Cl:47]CCCl. (3) Given the product [NH3:10].[CH3:30][C@H:29]1[CH2:28][CH2:27][CH2:26][C@@H:25]([CH3:31])[N:24]1[CH2:23][CH2:22][NH:21][C:19]([C@@H:14]1[CH2:15][CH2:16][CH2:17][CH2:18][N:13]1[C:11]1[O:12][C:8]2[CH:7]=[C:6]([OH:5])[CH:33]=[CH:32][C:9]=2[N:10]=1)=[O:20], predict the reactants needed to synthesize it. The reactants are: N.C([O:5][C:6]1[CH:33]=[CH:32][C:9]2[N:10]=[C:11]([N:13]3[CH2:18][CH2:17][CH2:16][CH2:15][C@H:14]3[C:19]([NH:21][CH2:22][CH2:23][N:24]3[C@H:29]([CH3:30])[CH2:28][CH2:27][CH2:26][C@@H:25]3[CH3:31])=[O:20])[O:12][C:8]=2[CH:7]=1)(=O)C. (4) Given the product [N:1]1([C:6]2[N:11]=[N:10][C:9]([O:12][CH:13]3[CH2:18][CH2:17][CH2:16][N:15]([CH2:20][C:21]4[CH:29]=[CH:28][C:24]5[O:25][CH2:26][O:27][C:23]=5[CH:22]=4)[CH2:14]3)=[CH:8][CH:7]=2)[CH:5]=[CH:4][N:3]=[CH:2]1, predict the reactants needed to synthesize it. The reactants are: [N:1]1([C:6]2[N:11]=[N:10][C:9]([O:12][CH:13]3[CH2:18][CH2:17][CH2:16][NH:15][CH2:14]3)=[CH:8][CH:7]=2)[CH:5]=[CH:4][N:3]=[CH:2]1.Cl[CH2:20][C:21]1[CH:29]=[CH:28][C:24]2[O:25][CH2:26][O:27][C:23]=2[CH:22]=1.C([O-])([O-])=O.[K+].[K+].N[C@H](C(O)=O)CC1C=C2C(C=CC=C2)=CC=1. (5) Given the product [O:4]1[C:8]2=[C:9]([N:13]3[CH2:18][CH2:17][N:16]([CH2:19][CH2:20][C@H:21]4[CH2:26][CH2:25][C@H:24]([NH:27][C:37](=[O:38])[C:36]5[CH:35]=[CH:34][C:33]([N:28]6[CH:32]=[CH:31][CH:30]=[N:29]6)=[CH:41][CH:40]=5)[CH2:23][CH2:22]4)[CH2:15][CH2:14]3)[N:10]=[CH:11][CH:12]=[C:7]2[CH2:6][CH2:5]1, predict the reactants needed to synthesize it. The reactants are: Cl.Cl.Cl.[O:4]1[C:8]2=[C:9]([N:13]3[CH2:18][CH2:17][N:16]([CH2:19][CH2:20][C@H:21]4[CH2:26][CH2:25][C@H:24]([NH2:27])[CH2:23][CH2:22]4)[CH2:15][CH2:14]3)[N:10]=[CH:11][CH:12]=[C:7]2[CH2:6][CH2:5]1.[N:28]1([C:33]2[CH:41]=[CH:40][C:36]([C:37](O)=[O:38])=[CH:35][CH:34]=2)[CH:32]=[CH:31][CH:30]=[N:29]1. (6) Given the product [Br:1][C:2]1[N:3]=[C:4]([O:9][CH3:10])[C:5]([NH:8][S:18]([C:15]2[CH:16]=[CH:17][C:12]([Cl:11])=[CH:13][CH:14]=2)(=[O:20])=[O:19])=[N:6][CH:7]=1, predict the reactants needed to synthesize it. The reactants are: [Br:1][C:2]1[N:3]=[C:4]([O:9][CH3:10])[C:5]([NH2:8])=[N:6][CH:7]=1.[Cl:11][C:12]1[CH:17]=[CH:16][C:15]([S:18](Cl)(=[O:20])=[O:19])=[CH:14][CH:13]=1.